This data is from Full USPTO retrosynthesis dataset with 1.9M reactions from patents (1976-2016). The task is: Predict the reactants needed to synthesize the given product. (1) Given the product [NH2:1][C:4]1[CH:5]=[N:6][CH:7]=[CH:8][C:9]=1[C:10]1[CH:11]=[C:12]([CH:25]=[CH:26][CH:27]=1)[C:13]([NH:15][C:16]([C:19]1[CH:24]=[CH:23][CH:22]=[CH:21][CH:20]=1)([CH3:18])[CH3:17])=[O:14], predict the reactants needed to synthesize it. The reactants are: [N+:1]([C:4]1[CH:5]=[N:6][CH:7]=[CH:8][C:9]=1[C:10]1[CH:11]=[C:12]([CH:25]=[CH:26][CH:27]=1)[C:13]([NH:15][C:16]([C:19]1[CH:24]=[CH:23][CH:22]=[CH:21][CH:20]=1)([CH3:18])[CH3:17])=[O:14])([O-])=O. (2) Given the product [OH:1][C@H:2]1[CH2:6][N:5]([C:7](=[O:27])[C@@H:8]([NH:10][C:11](=[O:26])[C@@H:12]([NH:17][C:18](=[O:25])[CH2:19][CH2:20][C:21]([OH:23])=[O:22])[CH2:13][CH:14]([CH3:16])[CH3:15])[CH3:9])[C@H:4]([C:28](=[O:43])[NH:29][CH2:30][C:31]2[CH:32]=[CH:33][C:34]([C:37]3[S:41][CH:40]=[N:39][C:38]=3[CH3:42])=[CH:35][CH:36]=2)[CH2:3]1, predict the reactants needed to synthesize it. The reactants are: [OH:1][C@H:2]1[CH2:6][N:5]([C:7](=[O:27])[C@@H:8]([NH:10][C:11](=[O:26])[C@@H:12]([NH:17][C:18](=[O:25])[CH2:19][CH2:20][C:21]([O:23]C)=[O:22])[CH2:13][CH:14]([CH3:16])[CH3:15])[CH3:9])[C@H:4]([C:28](=[O:43])[NH:29][CH2:30][C:31]2[CH:36]=[CH:35][C:34]([C:37]3[S:41][CH:40]=[N:39][C:38]=3[CH3:42])=[CH:33][CH:32]=2)[CH2:3]1.[OH-].[Na+]. (3) Given the product [CH3:19][NH:18][S:15]([C:11]1[CH:10]=[C:9]([NH:8][C:4]2[N:5]=[CH:6][N:7]=[C:2]([NH:70][C:71]3[S:72][C:73]([C:76]([O:78][CH3:79])=[O:77])=[CH:74][N:75]=3)[CH:3]=2)[CH:14]=[CH:13][CH:12]=1)(=[O:17])=[O:16], predict the reactants needed to synthesize it. The reactants are: Cl[C:2]1[N:7]=[CH:6][N:5]=[C:4]([NH:8][C:9]2[CH:10]=[C:11]([S:15]([NH:18][CH3:19])(=[O:17])=[O:16])[CH:12]=[CH:13][CH:14]=2)[CH:3]=1.[O-]P([O-])([O-])=O.[K+].[K+].[K+].CC1(C)C2C(=C(P(C3C=CC=CC=3)C3C=CC=CC=3)C=CC=2)OC2C(P(C3C=CC=CC=3)C3C=CC=CC=3)=CC=CC1=2.[NH2:70][C:71]1[S:72][C:73]([C:76]([O:78][CH3:79])=[O:77])=[CH:74][N:75]=1. (4) The reactants are: [H-].[Na+].[CH2:3]([O:5][CH2:6][C@H:7]([OH:18])[C:8]([NH:10][C:11]1[CH:16]=[N:15][C:14]([CH3:17])=[CH:13][N:12]=1)=[O:9])[CH3:4].Cl[C:20]1[N:25]=[CH:24][N:23]=[C:22]2[N:26]([C:29]3[CH:34]=[CH:33][CH:32]=[CH:31][C:30]=3[C:35]([F:38])([F:37])[F:36])[N:27]=[CH:28][C:21]=12.C(O)(=O)CC(CC(O)=O)(C(O)=O)O. Given the product [CH2:3]([O:5][CH2:6][C@H:7]([O:18][C:20]1[C:21]2[CH:28]=[N:27][N:26]([C:29]3[CH:34]=[CH:33][CH:32]=[CH:31][C:30]=3[C:35]([F:37])([F:38])[F:36])[C:22]=2[N:23]=[CH:24][N:25]=1)[C:8]([NH:10][C:11]1[CH:16]=[N:15][C:14]([CH3:17])=[CH:13][N:12]=1)=[O:9])[CH3:4], predict the reactants needed to synthesize it. (5) Given the product [CH3:19][O:18][C:6]1[C:7]2[C:8](=[O:9])[NH:10][N:11]([C:12]3[CH:17]=[CH:16][CH:15]=[CH:14][CH:13]=3)[C:2]=2[CH:3]=[CH:4][N:5]=1, predict the reactants needed to synthesize it. The reactants are: I[C:2]1[C:7]([C:8]([NH:10][NH:11][C:12]2[CH:17]=[CH:16][CH:15]=[CH:14][CH:13]=2)=[O:9])=[C:6]([O:18][CH3:19])[N:5]=[CH:4][CH:3]=1.N1CCC[C@H]1C(O)=O.C(=O)([O-])[O-].[K+].[K+]. (6) Given the product [CH:13]1([CH2:12][N:8]2[C:6]3[C:5](=[N:4][CH:3]=[C:2]([C:31]4[CH:32]=[CH:33][C:28]([C:27]([NH2:26])=[O:36])=[CH:29][CH:30]=4)[N:7]=3)[NH:10][C:9]2=[O:11])[CH2:18][CH2:17][CH2:16][CH2:15][CH2:14]1, predict the reactants needed to synthesize it. The reactants are: Br[C:2]1[N:7]=[C:6]2[N:8]([CH2:12][CH:13]3[CH2:18][CH2:17][CH2:16][CH2:15][CH2:14]3)[C:9](=[O:11])[NH:10][C:5]2=[N:4][CH:3]=1.BrC1N=C([NH:26][CH2:27][CH:28]2[CH2:33][CH2:32][CH2:31][CH2:30][CH2:29]2)C(N)=NC=1.C(N1C=CN=C1)(N1C=CN=C1)=[O:36]. (7) Given the product [NH2:1][C:2]1[C:3]2[N:4]([C:8]([C:25]3[CH:26]=[C:27]([CH:28]=[CH:29][CH:30]=3)[CH2:31][N:34]3[C:35](=[O:42])[C:36]4[C:41](=[CH:40][CH:39]=[CH:38][CH:37]=4)[C:33]3=[O:43])=[N:9][C:10]=2[C:11]2[CH:16]=[CH:15][CH:14]=[C:13]([O:17][CH2:18][C:19]3[CH:24]=[CH:23][CH:22]=[CH:21][CH:20]=3)[CH:12]=2)[CH:5]=[CH:6][N:7]=1, predict the reactants needed to synthesize it. The reactants are: [NH2:1][C:2]1[C:3]2[N:4]([C:8]([C:25]3[CH:26]=[C:27]([CH2:31]O)[CH:28]=[CH:29][CH:30]=3)=[N:9][C:10]=2[C:11]2[CH:16]=[CH:15][CH:14]=[C:13]([O:17][CH2:18][C:19]3[CH:24]=[CH:23][CH:22]=[CH:21][CH:20]=3)[CH:12]=2)[CH:5]=[CH:6][N:7]=1.[C:33]1(=[O:43])[C:41]2[C:36](=[CH:37][CH:38]=[CH:39][CH:40]=2)[C:35](=[O:42])[NH:34]1.C1C=CC(P(C2C=CC=CC=2)C2C=CC=CC=2)=CC=1.CC(OC(/N=N/C(OC(C)C)=O)=O)C. (8) Given the product [CH2:27]([O:34][C:35]1[CH:40]=[C:39]([C:41]#[N:42])[CH:38]=[CH:37][C:36]=1[C:14]1[CH:9]=[CH:10][C:11]([C:16]2[NH:20][C:19]3[CH:21]=[CH:22][C:23]([C:25]#[N:26])=[CH:24][C:18]=3[N:17]=2)=[CH:12][CH:13]=1)[C:28]1[CH:29]=[CH:30][CH:31]=[CH:32][CH:33]=1, predict the reactants needed to synthesize it. The reactants are: C(C1C=CC([C:9]2[CH:14]=[CH:13][C:12](O)=[C:11]([C:16]3[NH:20][C:19]4[CH:21]=[CH:22][C:23]([C:25]#[N:26])=[CH:24][C:18]=4[N:17]=3)[CH:10]=2)=CC=1)#N.[CH2:27]([O:34][C:35]1[CH:40]=[C:39]([C:41]#[N:42])[CH:38]=[CH:37][C:36]=1C1C=CC(C=O)=CC=1)[C:28]1[CH:33]=[CH:32][CH:31]=[CH:30][CH:29]=1.C(C1C=CC(C2C=C(OC)C(O)=C(C3NC4C=CC(C#N)=CC=4N=3)C=2)=CC=1)#N.ONC(C1C=CC2NC(C3C(O)=C(C4C=CC(C(=N)NO)=CC=4)C=CC=3)=NC=2C=1)=N. (9) Given the product [P:13]([CH:11]([P:5]([OH:4])([OH:6])=[O:10])[CH2:12][S:23][CH2:24][CH2:25][CH2:26][CH2:27][CH2:28][CH2:29][CH2:30][CH2:31][CH2:32][CH2:33][C:34]([OH:36])=[O:35])([OH:14])([OH:18])=[O:22], predict the reactants needed to synthesize it. The reactants are: C([O:4][P:5]([C:11]([P:13](=[O:22])([O:18]C(C)C)[O:14]C(C)C)=[CH2:12])(=[O:10])[O:6]C(C)C)(C)C.[SH:23][CH2:24][CH2:25][CH2:26][CH2:27][CH2:28][CH2:29][CH2:30][CH2:31][CH2:32][CH2:33][C:34]([OH:36])=[O:35].Cl.